Dataset: Full USPTO retrosynthesis dataset with 1.9M reactions from patents (1976-2016). Task: Predict the reactants needed to synthesize the given product. (1) Given the product [OH:2][CH2:3][CH:4]([CH3:20])[CH2:5][C@@H:6]1[CH2:7][N:8]([C@H:12]([C:14]2[CH:15]=[CH:16][CH:17]=[CH:18][CH:19]=2)[CH3:13])[C:9](=[O:11])[CH2:10]1, predict the reactants needed to synthesize it. The reactants are: C[O:2][C:3](=O)[CH:4]([CH3:20])[CH2:5][C@H:6]1[CH2:10][C:9](=[O:11])[N:8]([C@H:12]([C:14]2[CH:19]=[CH:18][CH:17]=[CH:16][CH:15]=2)[CH3:13])[CH2:7]1.[BH4-].[Na+].C(O)(=O)CC(CC(O)=O)(C(O)=O)O.O. (2) Given the product [C:1]([C:3]1[CH:4]=[C:5]2[C:10](=[CH:11][C:12]=1[O:13][C:14]1[CH:15]=[CH:16][C:17]([C:18]([NH:49][C:50]3[CH:59]=[C:58]4[C:53]([CH2:54][CH2:55][N:56]([C:60]([O:62][C:63]([CH3:66])([CH3:65])[CH3:64])=[O:61])[CH2:57]4)=[CH:52][CH:51]=3)=[O:20])=[CH:21][CH:22]=1)[O:9][CH2:8][CH2:7][CH:6]2[C:23]([O:25][CH3:26])=[O:24])#[N:2], predict the reactants needed to synthesize it. The reactants are: [C:1]([C:3]1[CH:4]=[C:5]2[C:10](=[CH:11][C:12]=1[O:13][C:14]1[CH:22]=[CH:21][C:17]([C:18]([OH:20])=O)=[CH:16][CH:15]=1)[O:9][CH2:8][CH2:7][CH:6]2[C:23]([O:25][CH3:26])=[O:24])#[N:2].C1C=NC2N(O)N=NC=2C=1.Cl.C(N=C=NCCCN(C)C)C.[NH2:49][C:50]1[CH:59]=[C:58]2[C:53]([CH2:54][CH2:55][N:56]([C:60]([O:62][C:63]([CH3:66])([CH3:65])[CH3:64])=[O:61])[CH2:57]2)=[CH:52][CH:51]=1.